This data is from Catalyst prediction with 721,799 reactions and 888 catalyst types from USPTO. The task is: Predict which catalyst facilitates the given reaction. (1) Reactant: [CH2:1]1[C:9]2[C:4](=[CH:5][CH:6]=[CH:7][CH:8]=2)[CH2:3][N:2]1[CH2:10][C:11]1[CH:32]=[CH:31][C:14]([CH2:15][O:16][C:17]2[CH:22]=[CH:21][C:20]([C@@H:23]([C:28]#[C:29][CH3:30])[CH2:24][C:25]([OH:27])=[O:26])=[CH:19][CH:18]=2)=[CH:13][CH:12]=1.[OH-].[Na+:34]. Product: [CH2:1]1[C:9]2[C:4](=[CH:5][CH:6]=[CH:7][CH:8]=2)[CH2:3][N:2]1[CH2:10][C:11]1[CH:32]=[CH:31][C:14]([CH2:15][O:16][C:17]2[CH:22]=[CH:21][C:20]([C@@H:23]([C:28]#[C:29][CH3:30])[CH2:24][C:25]([O-:27])=[O:26])=[CH:19][CH:18]=2)=[CH:13][CH:12]=1.[Na+:34]. The catalyst class is: 8. (2) Reactant: Cl[C:2]1[CH:15]=[C:14]([CH:16]([CH3:18])[CH3:17])[C:5]([C:6]([NH:8][CH2:9][CH:10]2[CH2:13][CH2:12][CH2:11]2)=[O:7])=[CH:4][N:3]=1.[Cl:19][C:20]1[CH:21]=[C:22]([CH:24]=[CH:25][CH:26]=1)[NH2:23]. Product: [Cl:19][C:20]1[CH:21]=[C:22]([NH:23][C:2]2[CH:15]=[C:14]([CH:16]([CH3:18])[CH3:17])[C:5]([C:6]([NH:8][CH2:9][CH:10]3[CH2:13][CH2:12][CH2:11]3)=[O:7])=[CH:4][N:3]=2)[CH:24]=[CH:25][CH:26]=1. The catalyst class is: 4.